From a dataset of Peptide-MHC class II binding affinity with 134,281 pairs from IEDB. Regression. Given a peptide amino acid sequence and an MHC pseudo amino acid sequence, predict their binding affinity value. This is MHC class II binding data. (1) The peptide sequence is FAAGLLLRKLTSKEL. The MHC is DRB1_1101 with pseudo-sequence DRB1_1101. The binding affinity (normalized) is 0.840. (2) The peptide sequence is QDFTNRINKLKNS. The MHC is DRB1_0401 with pseudo-sequence DRB1_0401. The binding affinity (normalized) is 0.231.